From a dataset of Forward reaction prediction with 1.9M reactions from USPTO patents (1976-2016). Predict the product of the given reaction. Given the reactants [CH2:1]([N:5]1[C:9]2[N:10]=[C:11]([C:15]3[CH:20]=[CH:19][CH:18]=[CH:17][C:16]=3[F:21])[NH:12][C:13](=O)[C:8]=2[C:7]([CH3:22])=[N:6]1)[CH2:2][CH2:3][CH3:4].P(Cl)(Cl)([Cl:25])=O, predict the reaction product. The product is: [CH2:1]([N:5]1[C:9]2=[N:10][C:11]([C:15]3[CH:20]=[CH:19][CH:18]=[CH:17][C:16]=3[F:21])=[N:12][C:13]([Cl:25])=[C:8]2[C:7]([CH3:22])=[N:6]1)[CH2:2][CH2:3][CH3:4].